Task: Binary Classification. Given a miRNA mature sequence and a target amino acid sequence, predict their likelihood of interaction.. Dataset: Experimentally validated miRNA-target interactions with 360,000+ pairs, plus equal number of negative samples (1) The miRNA is mmu-miR-323-5p with sequence AGGUGGUCCGUGGCGCGUUCGC. The protein sequence of the target gene is MSVCSSDLSYGSRVCLPGSCDSCSDSWQVDDCPESCCEPPCCAPAPCLSLVCTPVSRVSSPCCRVTCEPSPCQSGCTSSCTPSCCQQSSCQPACCTSSPCQQACCVPVCCKTVCCKPVCCMPVCCGPSSSCCQQSSCQPACCISSPCQQSCCVPVCCKPICCVPVCSGASSLCCQQSSCQPACCTTSCCRPSSSVSLLCRPVCRPARRVPVPSCCVPTSSCQPSCGRLASCGSLLCRPTCSRLAC. Result: 0 (no interaction). (2) The miRNA is hsa-miR-181a-5p with sequence AACAUUCAACGCUGUCGGUGAGU. The protein sequence of the target gene is MIHSLFLINSSGDIFLEKHWKSVVSRSVCDYFFEAQERATEAENVPPVIPTPHHYLLSVYRHKIFFVAVIQTEVPPLFVIEFLHRVVDTFQDYFGVCSEPVIKDNVVVVYEVLEEMLDNGFPLATESNILKELIKPPTILRTVVNTITGSTNVGDQLPTGQLSVVPWRRTGVKYTNNEAYFDVIEEIDAIIDKSGSTITAEIQGVIDACVKLTGMPDLTLSFMNPRLLDDVSFHPCVRFKRWESERILSFIPPDGNFRLLSYHVSAQNLVAIPVYVKHNISFRDSSSLGRFEITVGPKQT.... Result: 1 (interaction). (3) The miRNA is hsa-miR-1288-3p with sequence UGGACUGCCCUGAUCUGGAGA. The protein sequence of the target gene is MPIAMGLETACELECAALGALLREPREAERTLLLDCRPFLAFCRSHVRAARPVPWNALLRRRARGTPAAALACLLPDRALRARLGRGELARAVVLDESSASVAELPPDGPAHLLLAALQHEMRGGPTTVCFLRGGFKSFQTYCPDLCSEAPAQALPPAGAENSNSDPRVPIYDQGGPVEILPYLYLGSCNHSSDLQGLQACGITAVLNVSASCPNHFEGLFHYKSIPVEDNQMVEISAWFQEAISFIDSVKNSGGRVLVHCQAGISRSATICLAYLIQSHRVRLDEAFDFVKQRRGVISP.... Result: 0 (no interaction). (4) The miRNA is hsa-miR-20b-5p with sequence CAAAGUGCUCAUAGUGCAGGUAG. The protein sequence of the target gene is MNLQPIFWIGLISSVCCVFAQTDENRCLKANAKSCGECIQAGPNCGWCTNSTFLQEGMPTSARCDDLEALKKKGCPPDDIENPRGSKDIKKNKNVTNRSKGTAEKLKPEDITQIQPQQLVLRLRSGEPQTFTLKFKRAEDYPIDLYYLMDLSYSMKDDLENVKSLGTDLMNEMRRITSDFRIGFGSFVEKTVMPYISTTPAKLRNPCTSEQNCTSPFSYKNVLSLTNKGEVFNELVGKQRISGNLDSPEGGFDAIMQVAVCGSLIGWRNVTRLLVFSTDAGFHFAGDGKLGGIVLPNDGQ.... Result: 1 (interaction). (5) The miRNA is hsa-miR-936 with sequence ACAGUAGAGGGAGGAAUCGCAG. The protein sequence of the target gene is MAAEDVVATGADPSELEGGGLLHEIFTSPLNLLLLGLCIFLLYKIVRGDQPGASGDNDDDEPPPLPRLKRRDFTPAELRRFDGVQDPRILMAINGKVFDVTKGRKFYGPEGPYGVFAGRDASRGLATFCLDKEALKDEYDDLSDLTPAQQETLSDWDSQFTFKYHHVGKLLKEGEEPTVYSDDEEPKDETARKNE. Result: 0 (no interaction).